This data is from Forward reaction prediction with 1.9M reactions from USPTO patents (1976-2016). The task is: Predict the product of the given reaction. Given the reactants [NH2:1][CH2:2][CH2:3][O:4][C:5]1[CH:6]=[C:7]([CH:36]=[CH:37][CH:38]=1)[O:8][C:9]1[CH:35]=[CH:34][C:12]([CH2:13][N:14]([CH2:27][C:28]2[CH:33]=[CH:32][CH:31]=[CH:30][CH:29]=2)[C:15]2[C:16]([CH3:26])=[C:17]([NH:21][S:22]([CH3:25])(=[O:24])=[O:23])[CH:18]=[CH:19][CH:20]=2)=[CH:11][CH:10]=1.Cl[C:40]([O:42][CH3:43])=[O:41], predict the reaction product. The product is: [CH2:27]([N:14]([CH2:13][C:12]1[CH:11]=[CH:10][C:9]([O:8][C:7]2[CH:6]=[C:5]([CH:38]=[CH:37][CH:36]=2)[O:4][CH2:3][CH2:2][NH:1][C:40](=[O:41])[O:42][CH3:43])=[CH:35][CH:34]=1)[C:15]1[CH:20]=[CH:19][CH:18]=[C:17]([NH:21][S:22]([CH3:25])(=[O:24])=[O:23])[C:16]=1[CH3:26])[C:28]1[CH:29]=[CH:30][CH:31]=[CH:32][CH:33]=1.